From a dataset of Forward reaction prediction with 1.9M reactions from USPTO patents (1976-2016). Predict the product of the given reaction. (1) Given the reactants [NH2:1][CH2:2][C:3]1[CH:12]=[CH:11][C:6]([C:7]([O:9][CH3:10])=[O:8])=[CH:5][CH:4]=1.[N+:13]([C:16]1[CH:21]=[C:20]([N+:22]([O-:24])=[O:23])[CH:19]=[CH:18][C:17]=1[S:25](Cl)(=[O:27])=[O:26])([O-:15])=[O:14].N1C=CC=CC=1.CCN(C(C)C)C(C)C, predict the reaction product. The product is: [N+:13]([C:16]1[CH:21]=[C:20]([N+:22]([O-:24])=[O:23])[CH:19]=[CH:18][C:17]=1[S:25]([NH:1][CH2:2][C:3]1[CH:4]=[CH:5][C:6]([C:7]([O:9][CH3:10])=[O:8])=[CH:11][CH:12]=1)(=[O:27])=[O:26])([O-:15])=[O:14]. (2) Given the reactants [CH2:1]([O:8][N:9]1[C:14]2[N:15]=[CH:16][N:17]=[C:18]([CH3:19])[C:13]=2[C:12]([NH:20][CH2:21][C:22]2[CH:27]=[CH:26][CH:25]=[CH:24][C:23]=2[N+:28]([O-])=O)=[CH:11][C:10]1=[O:31])[C:2]1[CH:7]=[CH:6][CH:5]=[CH:4][CH:3]=1.[Cl-].[NH4+].C(Cl)(Cl)Cl.C(=O)(O)[O-].[Na+], predict the reaction product. The product is: [NH2:28][C:23]1[CH:24]=[CH:25][CH:26]=[CH:27][C:22]=1[CH2:21][NH:20][C:12]1[C:13]2[C:18]([CH3:19])=[N:17][CH:16]=[N:15][C:14]=2[N:9]([O:8][CH2:1][C:2]2[CH:3]=[CH:4][CH:5]=[CH:6][CH:7]=2)[C:10](=[O:31])[CH:11]=1.